Predict the product of the given reaction. From a dataset of Forward reaction prediction with 1.9M reactions from USPTO patents (1976-2016). (1) Given the reactants [Cl:1][C:2]1[CH:13]=[CH:12][C:5]([O:6][CH2:7]/[C:8](=[N:10]/[OH:11])/[NH2:9])=[CH:4][CH:3]=1.[O:14]=[C:15]1[C:20]([C:27]2[CH:32]=[CH:31][CH:30]=[CH:29][CH:28]=2)([C:21]2[CH:26]=[CH:25][CH:24]=[CH:23][CH:22]=2)[CH2:19][CH2:18][CH2:17][N:16]1[CH2:33][C:34](O)=O.Cl.C(N=C=NCCCN(C)C)C.CO, predict the reaction product. The product is: [Cl:1][C:2]1[CH:13]=[CH:12][C:5]([O:6][CH2:7][C:8]2[N:9]=[C:34]([CH2:33][N:16]3[CH2:17][CH2:18][CH2:19][C:20]([C:27]4[CH:32]=[CH:31][CH:30]=[CH:29][CH:28]=4)([C:21]4[CH:26]=[CH:25][CH:24]=[CH:23][CH:22]=4)[C:15]3=[O:14])[O:11][N:10]=2)=[CH:4][CH:3]=1. (2) Given the reactants C[C:2]1[C:11]2[C:6](=[C:7]([C:13]#[C:14]CO)[CH:8]=[CH:9][C:10]=2[F:12])[N:5]=[C:4](C)[C:3]=1[CH3:18].[OH-].[Na+].C1(C)C=CC=CC=1, predict the reaction product. The product is: [F:12][C:10]1[CH:9]=[CH:8][C:7]([C:13]#[CH:14])=[C:6]2[C:11]=1[CH:2]=[C:3]([CH3:18])[CH:4]=[N:5]2. (3) Given the reactants [CH3:1][C:2]1[CH:3]=[C:4]2[C:9](=[CH:10][CH:11]=1)[NH:8][C:7](=[O:12])[C:6]([C:13]#[N:14])=[C:5]2[N:15]1[CH2:20][CH2:19][N:18]([C:21]([C:23]2[S:24][CH:25]=[CH:26][CH:27]=2)=[O:22])[CH2:17][CH2:16]1.Cl.[CH:29]([N:32]([CH:36](C)C)[CH2:33]CCl)(C)[CH3:30].C(=O)([O-])[O-].[K+].[K+], predict the reaction product. The product is: [CH3:33][N:32]([CH3:36])[CH2:29][CH2:30][N:8]1[C:9]2[C:4](=[CH:3][C:2]([CH3:1])=[CH:11][CH:10]=2)[C:5]([N:15]2[CH2:16][CH2:17][N:18]([C:21]([C:23]3[S:24][CH:25]=[CH:26][CH:27]=3)=[O:22])[CH2:19][CH2:20]2)=[C:6]([C:13]#[N:14])[C:7]1=[O:12].